From a dataset of Peptide-MHC class II binding affinity with 134,281 pairs from IEDB. Regression. Given a peptide amino acid sequence and an MHC pseudo amino acid sequence, predict their binding affinity value. This is MHC class II binding data. (1) The peptide sequence is SEAQKAAKPAAAATA. The MHC is HLA-DQA10104-DQB10503 with pseudo-sequence HLA-DQA10104-DQB10503. The binding affinity (normalized) is 0.145. (2) The peptide sequence is VKAIGALEDIDSVET. The MHC is DRB1_0101 with pseudo-sequence DRB1_0101. The binding affinity (normalized) is 0.651. (3) The peptide sequence is KWHKHYLVCNYGPSG. The MHC is HLA-DPA10201-DPB10101 with pseudo-sequence HLA-DPA10201-DPB10101. The binding affinity (normalized) is 0.248. (4) The peptide sequence is LGASPYKLGPSPKAR. The MHC is DRB1_1201 with pseudo-sequence DRB1_1201. The binding affinity (normalized) is 0.234. (5) The peptide sequence is GEWQIVDKIDAAFKI. The MHC is DRB5_0101 with pseudo-sequence DRB5_0101. The binding affinity (normalized) is 0.624. (6) The peptide sequence is VVWTNTPTKWDNSFL. The MHC is DRB1_0301 with pseudo-sequence DRB1_0301. The binding affinity (normalized) is 0. (7) The MHC is HLA-DPA10201-DPB10501 with pseudo-sequence HLA-DPA10201-DPB10501. The binding affinity (normalized) is 0.265. The peptide sequence is EKKYFAATQEEPLAA.